From a dataset of Forward reaction prediction with 1.9M reactions from USPTO patents (1976-2016). Predict the product of the given reaction. The product is: [NH2:25][C:23]1[N:24]=[C:19]([NH:18][S:15]([C:11]2[S:10][C:9]([C:6]3[CH:5]=[CH:4][C:3]([C:1]#[N:2])=[CH:8][CH:7]=3)=[N:13][C:12]=2[CH3:14])(=[O:17])=[O:16])[CH:20]=[C:21]([CH3:33])[CH:22]=1. Given the reactants [C:1]([C:3]1[CH:8]=[CH:7][C:6]([C:9]2[S:10][C:11]([S:15]([NH:18][C:19]3[N:24]=[C:23]([NH:25]C(=O)OC(C)(C)C)[CH:22]=[C:21]([CH3:33])[CH:20]=3)(=[O:17])=[O:16])=[C:12]([CH3:14])[N:13]=2)=[CH:5][CH:4]=1)#[N:2].FC(F)(F)C(O)=O.C(=O)(O)[O-].[Na+], predict the reaction product.